Predict which catalyst facilitates the given reaction. From a dataset of Catalyst prediction with 721,799 reactions and 888 catalyst types from USPTO. (1) Reactant: [Cl:1][CH2:2][C:3](Cl)=[O:4].[C:6]1([CH2:12][CH2:13][NH2:14])[CH:11]=[CH:10][CH:9]=[CH:8][CH:7]=1.C(=O)(O)[O-].[Na+]. Product: [Cl:1][CH2:2][C:3]([NH:14][CH2:13][CH2:12][C:6]1[CH:11]=[CH:10][CH:9]=[CH:8][CH:7]=1)=[O:4]. The catalyst class is: 2. (2) Reactant: C=C([O:4][C:5](=O)[NH:6][C:7]1[CH:12]=[C:11]([C:13]2[C:14]([CH3:34])=[N:15][C:16]3[C:21]([CH:22]=2)=[CH:20][N:19]=[C:18]([N:23]([CH2:25][C:26]2[CH:31]=[CH:30][C:29]([O:32][CH3:33])=[CH:28][CH:27]=2)[CH3:24])[CH:17]=3)[CH:10]=[CH:9][C:8]=1[F:35])C.[CH3:37][C:38]([CH3:43])([CH3:42])[CH2:39][CH2:40][NH2:41].C1CCN2C(=NCCC2)CC1.CCOC(C)=O. Product: [CH3:37][C:38]([CH3:43])([CH3:42])[CH2:39][CH2:40][NH:41][C:5]([NH:6][C:7]1[CH:12]=[C:11]([C:13]2[C:14]([CH3:34])=[N:15][C:16]3[C:21]([CH:22]=2)=[CH:20][N:19]=[C:18]([N:23]([CH2:25][C:26]2[CH:27]=[CH:28][C:29]([O:32][CH3:33])=[CH:30][CH:31]=2)[CH3:24])[CH:17]=3)[CH:10]=[CH:9][C:8]=1[F:35])=[O:4]. The catalyst class is: 12. (3) Reactant: Cl[C:2]1[CH:7]=[CH:6][C:5]([N:8]2[CH:12]=[C:11]([C:13]#[C:14][Si:15]([CH3:18])([CH3:17])[CH3:16])[N:10]=[C:9]2[CH3:19])=[CH:4][N:3]=1.C(=O)(O)[O-].[Na+].[Cl-].[CH:26]1([Zn+])[CH2:28][CH2:27]1. Product: [CH:26]1([C:2]2[CH:7]=[CH:6][C:5]([N:8]3[CH:12]=[C:11]([C:13]#[C:14][Si:15]([CH3:18])([CH3:17])[CH3:16])[N:10]=[C:9]3[CH3:19])=[CH:4][N:3]=2)[CH2:28][CH2:27]1. The catalyst class is: 1. (4) Reactant: O[C:2]1[CH:7]=[CH:6][C:5]([C:8](=[O:19])[C:9]2[CH:14]=[CH:13][C:12]([O:15][CH3:16])=[CH:11][C:10]=2[O:17][CH3:18])=[CH:4][CH:3]=1.S(OC)([O:23][CH3:24])(=O)=O.C(=O)([O-])[O-].[K+].[K+].O. Product: [CH3:18][O:17][C:10]1[CH:11]=[C:12]([O:15][CH3:16])[CH:13]=[CH:14][C:9]=1[C:8]([C:5]1[CH:6]=[CH:7][CH:2]=[CH:3][C:4]=1[O:23][CH3:24])=[O:19]. The catalyst class is: 21.